From a dataset of Full USPTO retrosynthesis dataset with 1.9M reactions from patents (1976-2016). Predict the reactants needed to synthesize the given product. (1) Given the product [CH3:17][C:18]1([CH3:34])[CH2:23][C:22]([CH3:25])([CH3:24])[CH2:21][C:20]([C:9]2[CH:14]=[CH:13][CH:12]=[CH:11][C:10]=2[OH:15])=[CH:19]1, predict the reactants needed to synthesize it. The reactants are: CC1(C)C(C)(C)OB([C:9]2[CH:14]=[CH:13][CH:12]=[CH:11][C:10]=2[OH:15])O1.[CH3:17][C:18]1([CH3:34])[CH2:23][C:22]([CH3:25])([CH3:24])[CH2:21][C:20](OS(C(F)(F)F)(=O)=O)=[CH:19]1.COCCOC.C(=O)([O-])[O-].[Na+].[Na+]. (2) Given the product [NH2:35][N:11]1[CH:12]=[C:13]([C:14]2[CH:19]=[CH:18][CH:17]=[CH:16][CH:15]=2)[C:9]([C:6]2[CH:5]=[CH:4][C:3]([O:2][CH3:1])=[CH:8][CH:7]=2)=[C:10]1[C:20]#[N:21], predict the reactants needed to synthesize it. The reactants are: [CH3:1][O:2][C:3]1[CH:8]=[CH:7][C:6]([C:9]2[C:13]([C:14]3[CH:19]=[CH:18][CH:17]=[CH:16][CH:15]=3)=[CH:12][NH:11][C:10]=2[C:20]#[N:21])=[CH:5][CH:4]=1.[H-].[Na+].C1(C)C=C(C)C=C(C)C=1S([NH:35]O)(=O)=O.O. (3) Given the product [C:1]([C:3]1[C:4]([C:19]2[CH:24]=[CH:23][C:22]([O:25][CH3:26])=[CH:21][CH:20]=2)=[C:5]([C:14]([OH:16])=[O:15])[S:6][C:7]=1[N:8]1[CH2:13][CH2:12][O:11][CH2:10][CH2:9]1)#[N:2], predict the reactants needed to synthesize it. The reactants are: [C:1]([C:3]1[C:4]([C:19]2[CH:24]=[CH:23][C:22]([O:25][CH3:26])=[CH:21][CH:20]=2)=[C:5]([C:14]([O:16]CC)=[O:15])[S:6][C:7]=1[N:8]1[CH2:13][CH2:12][O:11][CH2:10][CH2:9]1)#[N:2].[OH-].[Na+]. (4) Given the product [NH:10]1[C:18]2[C:13](=[CH:14][CH:15]=[C:16]([NH:19][C:7]3[CH2:6][CH2:5][CH2:4][C:3](=[O:9])[C:2]=3[CH3:1])[CH:17]=2)[CH:12]=[CH:11]1, predict the reactants needed to synthesize it. The reactants are: [CH3:1][CH:2]1[C:7](=O)[CH2:6][CH2:5][CH2:4][C:3]1=[O:9].[NH:10]1[C:18]2[C:13](=[CH:14][CH:15]=[C:16]([NH2:19])[CH:17]=2)[CH:12]=[CH:11]1. (5) Given the product [N+:25]([C:5]1[CH:4]=[CH:3][C:2]([O:1][C:8]2[CH:15]=[CH:14][C:11]([CH:12]=[O:13])=[C:10]([B:16]3[O:20][C:19]([CH3:22])([CH3:21])[C:18]([CH3:24])([CH3:23])[O:17]3)[CH:9]=2)=[CH:7][CH:6]=1)([O-:27])=[O:26], predict the reactants needed to synthesize it. The reactants are: [O:1]([C:8]1[CH:15]=[CH:14][C:11]([CH:12]=[O:13])=[C:10]([B:16]2[O:20][C:19]([CH3:22])([CH3:21])[C:18]([CH3:24])([CH3:23])[O:17]2)[CH:9]=1)[C:2]1[CH:7]=[CH:6][CH:5]=[CH:4][CH:3]=1.[N+:25](C1C=CC(O)=CC=1)([O-:27])=[O:26].